This data is from Reaction yield outcomes from USPTO patents with 853,638 reactions. The task is: Predict the reaction yield, written as a fraction of the theoretical maximum amount of product (1.0 means a 100% yield; for example, 0.34 means a 34% yield). (1) The reactants are [F:1][C:2]1[CH:10]=[CH:9][C:8]([I:11])=[CH:7][C:3]=1[C:4]([OH:6])=[O:5].OS(O)(=O)=O.[CH3:17][CH2:18]O. No catalyst specified. The product is [F:1][C:2]1[CH:10]=[CH:9][C:8]([I:11])=[CH:7][C:3]=1[C:4]([O:6][CH2:17][CH3:18])=[O:5]. The yield is 0.840. (2) The reactants are [Cl:1][C:2]1[CH:7]=[CH:6][CH:5]=[C:4]([Cl:8])[C:3]=1[CH2:9][O:10][C:11]1[CH:16]=[CH:15][C:14]2[C:17]3([CH2:23][O:24][C:13]=2[CH:12]=1)[CH2:22][CH2:21][NH:20][CH2:19][CH2:18]3.C(N(C(C)C)C(C)C)C.[C:34](#[N:37])[CH:35]=[CH2:36]. The catalyst is CO. The product is [Cl:8][C:4]1[CH:5]=[CH:6][CH:7]=[C:2]([Cl:1])[C:3]=1[CH2:9][O:10][C:11]1[CH:16]=[CH:15][C:14]2[C:17]3([CH2:23][O:24][C:13]=2[CH:12]=1)[CH2:18][CH2:19][N:20]([CH2:36][CH2:35][C:34]#[N:37])[CH2:21][CH2:22]3. The yield is 0.580. (3) The reactants are C1(C)C=CC(S(O)(=O)=O)=CC=1.[C:12]([O:16][C:17]([NH:19][CH2:20][C:21]1[CH:22]=[C:23]([CH:27]2[CH2:32][CH2:31][NH:30][CH2:29][CH2:28]2)[CH:24]=[CH:25][CH:26]=1)=[O:18])([CH3:15])([CH3:14])[CH3:13].[OH-].[Na+].C(N(CC)CC)C.[Br:42][C:43]1[O:47][C:46]([C:48](O)=[O:49])=[CH:45][CH:44]=1.S(Cl)(Cl)=O. The catalyst is C1(C)C=CC=CC=1. The product is [C:12]([O:16][C:17]([NH:19][CH2:20][C:21]1[CH:22]=[C:23]([CH:27]2[CH2:32][CH2:31][N:30]([C:48]([C:46]3[O:47][C:43]([Br:42])=[CH:44][CH:45]=3)=[O:49])[CH2:29][CH2:28]2)[CH:24]=[CH:25][CH:26]=1)=[O:18])([CH3:15])([CH3:13])[CH3:14]. The yield is 0.770. (4) The reactants are [Cl:1][C:2]1[CH:26]=[CH:25][C:5]([NH:6][C:7]2[C:16]3[C:11](=[CH:12][C:13]([O:19][CH2:20][CH2:21][CH2:22][S:23][CH3:24])=[C:14]([O:17][CH3:18])[CH:15]=3)[N:10]=[CH:9][N:8]=2)=[C:4]([F:27])[CH:3]=1.[OH:28]OS([O-])=O.[K+]. No catalyst specified. The product is [Cl:1][C:2]1[CH:26]=[CH:25][C:5]([NH:6][C:7]2[C:16]3[C:11](=[CH:12][C:13]([O:19][CH2:20][CH2:21][CH2:22][S:23]([CH3:24])=[O:28])=[C:14]([O:17][CH3:18])[CH:15]=3)[N:10]=[CH:9][N:8]=2)=[C:4]([F:27])[CH:3]=1. The yield is 0.290. (5) The reactants are [CH3:1][C:2]1[CH:7]=[C:6]([CH3:8])[NH:5][C:4](=[O:9])[C:3]=1[CH2:10][NH:11][C:12]([C:14]1[C:15]2[CH:35]=[N:34][N:33]([CH:36]([CH3:38])[CH3:37])[C:16]=2[N:17]=[C:18]([C:20]2[CH2:21][CH2:22][N:23]([C:26]([CH:28]3[CH2:32][CH2:31][NH:30][CH2:29]3)=[O:27])[CH2:24][CH:25]=2)[CH:19]=1)=[O:13].C=O.[BH3-][C:42]#N.[Na+]. The catalyst is CO. The product is [CH3:1][C:2]1[CH:7]=[C:6]([CH3:8])[NH:5][C:4](=[O:9])[C:3]=1[CH2:10][NH:11][C:12]([C:14]1[C:15]2[CH:35]=[N:34][N:33]([CH:36]([CH3:38])[CH3:37])[C:16]=2[N:17]=[C:18]([C:20]2[CH2:21][CH2:22][N:23]([C:26]([CH:28]3[CH2:32][CH2:31][N:30]([CH3:42])[CH2:29]3)=[O:27])[CH2:24][CH:25]=2)[CH:19]=1)=[O:13]. The yield is 0.300. (6) The reactants are CN([CH2:4][CH2:5]N(C)C)C.[Li][CH2:10][CH2:11][CH2:12][CH3:13].[CH:14]([CH:16]=[CH2:17])=[O:15]. No catalyst specified. The product is [C:16]1([CH:14]([OH:15])[CH:4]=[CH2:5])[C:10]2[C:11](=[CH:10][CH:11]=[CH:12][CH:13]=2)[CH2:12][CH2:13][CH:17]=1. The yield is 0.100. (7) The reactants are [C:1]([C:4]1[C:14]2[CH2:13][CH2:12][N:11]([C:15](=[O:20])C(F)(F)F)[CH2:10][CH2:9][C:8]=2[CH:7]=[CH:6][C:5]=1[Cl:21])(=[O:3])[CH3:2].C([O-])([O-])=O.[K+].[K+].[C:28]([O:32]C(OC([O:32][C:28]([CH3:31])([CH3:30])[CH3:29])=O)=O)([CH3:31])([CH3:30])[CH3:29]. The catalyst is CO.C(Cl)Cl. The product is [C:1]([C:4]1[C:14]2[CH2:13][CH2:12][N:11]([C:15]([O:32][C:28]([CH3:31])([CH3:30])[CH3:29])=[O:20])[CH2:10][CH2:9][C:8]=2[CH:7]=[CH:6][C:5]=1[Cl:21])(=[O:3])[CH3:2]. The yield is 0.970.